From a dataset of Catalyst prediction with 721,799 reactions and 888 catalyst types from USPTO. Predict which catalyst facilitates the given reaction. (1) Reactant: [F:1][C:2]([F:15])([F:14])[S:3]([O:6]S(C(F)(F)F)(=O)=O)(=[O:5])=[O:4].O[CH2:17][CH2:18][CH2:19][CH2:20][CH:21]1[CH2:25][CH2:24][O:23][C:22]1=[O:26].CCN(C(C)C)C(C)C. Product: [F:1][C:2]([F:15])([F:14])[S:3]([O:6][CH2:17][CH2:18][CH2:19][CH2:20][CH:21]1[CH2:25][CH2:24][O:23][C:22]1=[O:26])(=[O:5])=[O:4]. The catalyst class is: 2. (2) Reactant: [F:1][C:2]1[CH:10]=[C:9]2[C:5]([CH2:6][N:7](C(OC(C)(C)C)=O)[CH2:8]2)=[C:4]([CH3:18])[C:3]=1[CH2:19][NH:20][C:21]1[C:22]2[C:23](=[N:27][N:28]([CH2:30][C:31]3[CH:36]=[CH:35][C:34]([CH2:37][N:38]4[CH:43]=[CH:42][CH:41]=[CH:40][C:39]4=[O:44])=[CH:33][CH:32]=3)[CH:29]=2)[N:24]=[CH:25][N:26]=1.Cl. Product: [F:1][C:2]1[CH:10]=[C:9]2[C:5]([CH2:6][NH:7][CH2:8]2)=[C:4]([CH3:18])[C:3]=1[CH2:19][NH:20][C:21]1[C:22]2[C:23](=[N:27][N:28]([CH2:30][C:31]3[CH:32]=[CH:33][C:34]([CH2:37][N:38]4[CH:43]=[CH:42][CH:41]=[CH:40][C:39]4=[O:44])=[CH:35][CH:36]=3)[CH:29]=2)[N:24]=[CH:25][N:26]=1. The catalyst class is: 12. (3) Reactant: [CH3:1][C:2]1[CH:8]=[CH:7][CH:6]=[C:5]([CH3:9])[C:3]=1[NH2:4].CCN(C(C)C)C(C)C.[Cl:19][CH2:20][C:21](Cl)=[O:22].C(OCC)(=O)C. Product: [Cl:19][CH2:20][C:21]([NH:4][C:3]1[C:5]([CH3:9])=[CH:6][CH:7]=[CH:8][C:2]=1[CH3:1])=[O:22]. The catalyst class is: 4.